From a dataset of Full USPTO retrosynthesis dataset with 1.9M reactions from patents (1976-2016). Predict the reactants needed to synthesize the given product. (1) Given the product [F:36][C:31]1[CH:32]=[CH:33][CH:34]=[CH:35][C:30]=1[CH2:29][N:21]1[C:22]2=[N:23][C:24]([CH3:28])=[N:25][CH:26]=[C:27]2[C:19]([C:17]2[N:18]=[C:2]([I:3])[C:14]3[C:39]([CH3:41])([CH3:40])[C:38](=[O:42])[NH:37][C:15]=3[N:16]=2)=[N:20]1, predict the reactants needed to synthesize it. The reactants are: I[CH2:2][I:3].N(OCCC(C)C)=O.NC1[C:14]2[C:39]([CH3:41])([CH3:40])[C:38](=[O:42])[NH:37][C:15]=2[N:16]=[C:17]([C:19]2[C:27]3[C:22](=[N:23][C:24]([CH3:28])=[N:25][CH:26]=3)[N:21]([CH2:29][C:30]3[CH:35]=[CH:34][CH:33]=[CH:32][C:31]=3[F:36])[N:20]=2)[N:18]=1. (2) Given the product [CH2:12]([CH:14]1[CH2:19][CH2:18][CH2:17][CH2:16][N:15]1[C:2]1[CH:3]=[C:4]([C:10]#[N:11])[C:5](=[CH:8][CH:9]=1)[C:6]#[N:7])[CH3:13], predict the reactants needed to synthesize it. The reactants are: F[C:2]1[CH:3]=[C:4]([C:10]#[N:11])[C:5](=[CH:8][CH:9]=1)[C:6]#[N:7].[CH2:12]([CH:14]1[CH2:19][CH2:18][CH2:17][CH2:16][NH:15]1)[CH3:13]. (3) Given the product [C:1]([C:5]1[N:9]([CH2:10][CH:11]2[CH2:16][CH2:15][O:14][CH2:13][CH2:12]2)[C:8]2[CH:17]=[CH:18][C:19]([S:21]([N:25]3[CH2:30][CH2:29][CH2:28][CH:27]([C:31]([O:33][CH2:34][CH3:35])=[O:32])[CH2:26]3)(=[O:23])=[O:22])=[CH:20][C:7]=2[N:6]=1)([CH3:4])([CH3:3])[CH3:2], predict the reactants needed to synthesize it. The reactants are: [C:1]([C:5]1[N:9]([CH2:10][CH:11]2[CH2:16][CH2:15][O:14][CH2:13][CH2:12]2)[C:8]2[CH:17]=[CH:18][C:19]([S:21](Cl)(=[O:23])=[O:22])=[CH:20][C:7]=2[N:6]=1)([CH3:4])([CH3:3])[CH3:2].[NH:25]1[CH2:30][CH2:29][CH2:28][CH:27]([C:31]([O:33][CH2:34][CH3:35])=[O:32])[CH2:26]1. (4) Given the product [F:1][C:2]1[CH:3]=[C:4]2[C:9](=[C:10]([O:13][CH3:14])[C:11]=1[F:12])[N:8]([C:15]1[CH:16]=[CH:17][C:18]([CH2:21][N:22]3[CH2:34][CH2:26][CH2:25][CH2:24][CH2:23]3)=[CH:19][CH:20]=1)[CH:7]=[C:6]([C:27]([O:29][CH2:30][CH3:31])=[O:28])[C:5]2=[O:32], predict the reactants needed to synthesize it. The reactants are: [F:1][C:2]1[CH:3]=[C:4]2[C:9](=[C:10]([O:13][CH3:14])[C:11]=1[F:12])[N:8]([C:15]1[CH:20]=[CH:19][C:18]([CH2:21][N:22]3[CH2:26][CH2:25][CH2:24][CH2:23]3)=[CH:17][CH:16]=1)[CH:7]=[C:6]([C:27]([O:29][CH2:30][CH3:31])=[O:28])[C:5]2=[O:32].N1(CC2C=CC(N)=CC=2)CCCC[CH2:34]1. (5) Given the product [Br:13][CH2:1][C:2]1[CH:7]=[CH:6][C:5]([O:8][CH3:9])=[CH:4][C:3]=1[N+:10]([O-:12])=[O:11], predict the reactants needed to synthesize it. The reactants are: [CH3:1][C:2]1[CH:7]=[CH:6][C:5]([O:8][CH3:9])=[CH:4][C:3]=1[N+:10]([O-:12])=[O:11].[Br:13]N1C(=O)CCC1=O.